From a dataset of Peptide-MHC class II binding affinity with 134,281 pairs from IEDB. Regression. Given a peptide amino acid sequence and an MHC pseudo amino acid sequence, predict their binding affinity value. This is MHC class II binding data. The peptide sequence is PCRAGFETNVSHNVQ. The MHC is DRB4_0101 with pseudo-sequence DRB4_0103. The binding affinity (normalized) is 0.0768.